From a dataset of Catalyst prediction with 721,799 reactions and 888 catalyst types from USPTO. Predict which catalyst facilitates the given reaction. (1) Reactant: [CH:1]1([C:4]2[CH:5]=[C:6]([C:33]([O:35][CH3:36])=[O:34])[C:7]([N:10]([C:17]3[CH:18]=[C:19]4[C:23](=[CH:24][CH:25]=3)[N:22](C(OC(C)(C)C)=O)[CH:21]=[CH:20]4)[C:11](=[O:16])[C:12]([F:15])([F:14])[F:13])=[N:8][CH:9]=2)[CH2:3][CH2:2]1. Product: [CH:1]1([C:4]2[CH:9]=[N:8][C:7]([N:10]([C:17]3[CH:18]=[C:19]4[C:23](=[CH:24][CH:25]=3)[NH:22][CH:21]=[CH:20]4)[C:11](=[O:16])[C:12]([F:14])([F:13])[F:15])=[C:6]([CH:5]=2)[C:33]([O:35][CH3:36])=[O:34])[CH2:3][CH2:2]1. The catalyst class is: 80. (2) Reactant: Cl.[CH3:2][N:3]([CH3:12])[CH2:4][CH2:5]CN=C=NCC.[O:13]1[C:17]2[CH:18]=[CH:19][C:20]([CH:22]([C:38]3[C:46]4[C:41](=[CH:42][C:43]([C:47]([OH:49])=[O:48])=[CH:44][CH:45]=4)[N:40]([CH3:50])[CH:39]=3)[C:23]([NH:25][S:26]([C:29]3[CH:34]=[CH:33][C:32]([CH3:35])=[CH:31][C:30]=3[O:36][CH3:37])(=[O:28])=[O:27])=[O:24])=[CH:21][C:16]=2[O:15][CH2:14]1.CN(CCO)C. Product: [O:13]1[C:17]2[CH:18]=[CH:19][C:20]([CH:22]([C:38]3[C:46]4[C:41](=[CH:42][C:43]([C:47]([O:49][CH2:5][CH2:4][N:3]([CH3:12])[CH3:2])=[O:48])=[CH:44][CH:45]=4)[N:40]([CH3:50])[CH:39]=3)[C:23]([NH:25][S:26]([C:29]3[CH:34]=[CH:33][C:32]([CH3:35])=[CH:31][C:30]=3[O:36][CH3:37])(=[O:27])=[O:28])=[O:24])=[CH:21][C:16]=2[O:15][CH2:14]1. The catalyst class is: 59. (3) Reactant: [Br:1][C:2]1[CH:7]=[CH:6][C:5]([C:8]2([N:11]([CH2:16][CH2:17][C:18](O)([C:23]3[CH:28]=[CH:27][CH:26]=[CH:25][CH:24]=3)[CH2:19][C:20]([CH3:22])=[CH2:21])[C:12](=[O:15])[O:13]C)[CH2:10][CH2:9]2)=[CH:4][CH:3]=1.[H-].[Na+]. Product: [Br:1][C:2]1[CH:7]=[CH:6][C:5]([C:8]2([N:11]3[CH2:16][CH2:17][C:18]([CH2:19][C:20]([CH3:22])=[CH2:21])([C:23]4[CH:24]=[CH:25][CH:26]=[CH:27][CH:28]=4)[O:13][C:12]3=[O:15])[CH2:9][CH2:10]2)=[CH:4][CH:3]=1. The catalyst class is: 1. (4) Reactant: [CH2:1]([O:8][C:9]1[CH:10]=[C:11]2[C:15](=[CH:16][CH:17]=1)[NH:14][C:13]([C:18]1[CH:23]=[CH:22][C:21]([O:24][CH2:25][C:26]3[CH:31]=[CH:30][CH:29]=[CH:28][CH:27]=3)=[CH:20][CH:19]=1)=[C:12]2[CH3:32])[C:2]1[CH:7]=[CH:6][CH:5]=[CH:4][CH:3]=1.[H-].[Na+].[Cl:35][CH2:36][CH2:37][CH2:38][O:39][C:40]1[CH:47]=[CH:46][C:43]([CH2:44]Br)=[CH:42][CH:41]=1.O. Product: [CH2:1]([O:8][C:9]1[CH:10]=[C:11]2[C:15](=[CH:16][CH:17]=1)[N:14]([CH2:44][C:43]1[CH:42]=[CH:41][C:40]([O:39][CH2:38][CH2:37][CH2:36][Cl:35])=[CH:47][CH:46]=1)[C:13]([C:18]1[CH:23]=[CH:22][C:21]([O:24][CH2:25][C:26]3[CH:31]=[CH:30][CH:29]=[CH:28][CH:27]=3)=[CH:20][CH:19]=1)=[C:12]2[CH3:32])[C:2]1[CH:3]=[CH:4][CH:5]=[CH:6][CH:7]=1. The catalyst class is: 3. (5) Reactant: [NH2:1][C:2]1[CH:7]=[CH:6][C:5]([CH2:8][CH2:9][OH:10])=[C:4]([F:11])[CH:3]=1.N1C=CC=CC=1.Cl[C:19]([O:21][C:22]1[CH:27]=[CH:26][CH:25]=[CH:24][CH:23]=1)=[O:20]. Product: [F:11][C:4]1[CH:3]=[C:2]([NH:1][C:19](=[O:20])[O:21][C:22]2[CH:27]=[CH:26][CH:25]=[CH:24][CH:23]=2)[CH:7]=[CH:6][C:5]=1[CH2:8][CH2:9][OH:10]. The catalyst class is: 21.